Predict the reactants needed to synthesize the given product. From a dataset of Full USPTO retrosynthesis dataset with 1.9M reactions from patents (1976-2016). (1) Given the product [C:16]([N:23]1[CH2:24][CH2:25][N:26]([CH2:8][C:6]2[CH:5]=[CH:4][N:3]=[C:2]([Cl:1])[CH:7]=2)[CH2:27][CH2:28]1)([O:18][C:19]([CH3:22])([CH3:21])[CH3:20])=[O:17], predict the reactants needed to synthesize it. The reactants are: [Cl:1][C:2]1[CH:7]=[C:6]([CH2:8]Cl)[CH:5]=[CH:4][N:3]=1.C([O-])([O-])=O.[K+].[K+].[C:16]([N:23]1[CH2:28][CH2:27][NH:26][CH2:25][CH2:24]1)([O:18][C:19]([CH3:22])([CH3:21])[CH3:20])=[O:17]. (2) Given the product [Cl:1][C:2]1[CH:3]=[C:4]2[C:9](=[CH:10][C:11]=1[O:12][C:13]1[CH:18]=[CH:17][C:16]([C:19](=[O:30])[NH:20][CH2:21][CH2:22][C:23]3[CH:24]=[CH:25][CH:38]=[C:42]([O:41][C:40]4[CH:39]=[CH:10][CH:11]=[CH:2][CH:3]=4)[CH:28]=3)=[CH:15][CH:14]=1)[O:8][CH2:7][CH2:6][CH:5]2[C:31]([O-:33])=[O:32].[Na+:37], predict the reactants needed to synthesize it. The reactants are: [Cl:1][C:2]1[CH:3]=[C:4]2[C:9](=[CH:10][C:11]=1[O:12][C:13]1[CH:18]=[CH:17][C:16]([C:19](=[O:30])[NH:20][CH2:21][CH2:22][C:23]3[CH:28]=CC=[C:25](Cl)[CH:24]=3)=[CH:15][CH:14]=1)[O:8][CH2:7][CH2:6][CH:5]2[C:31]([O:33]CC)=[O:32].[OH-].[Na+:37].[CH2:38]1[CH2:42][O:41][CH2:40][CH2:39]1.Cl. (3) Given the product [Cl:16][C:7]1[NH:12][C:8](=[O:11])[C:9]2[C:5]([CH:6]=1)=[C:4]([CH3:14])[CH:3]=[C:2]([F:1])[CH:10]=2, predict the reactants needed to synthesize it. The reactants are: [F:1][C:2]1[CH:10]=[C:9]2[C:5]([CH2:6][C:7](=[N:12]O)[C:8]2=[O:11])=[C:4]([CH3:14])[CH:3]=1.P(Cl)(Cl)(Cl)(Cl)[Cl:16]. (4) Given the product [CH3:14][N:11]1[CH2:12][CH2:13][C:8]([C:5]2[CH:4]=[CH:3][C:2]([NH2:1])=[CH:7][CH:6]=2)([CH3:19])[CH2:9][CH2:10]1, predict the reactants needed to synthesize it. The reactants are: [NH2:1][C:2]1[CH:7]=[CH:6][C:5]([C:8]2([CH3:19])[CH2:13][CH2:12][N:11]([C:14](OCC)=O)[CH2:10][CH2:9]2)=[CH:4][CH:3]=1.[H-].[H-].[H-].[H-].[Li+].[Al+3]. (5) The reactants are: C([O:3][C:4](=[O:36])[CH2:5][C@H:6]([NH:14][C:15]([C:17]1[CH:21]=[C:20]([O:22][CH2:23][C:24]2([CH3:28])[CH2:27][O:26][CH2:25]2)[N:19]([C:29]2[CH:34]=[CH:33][CH:32]=[CH:31][C:30]=2[F:35])[N:18]=1)=[O:16])[C:7]1[CH:12]=[CH:11][CH:10]=[CH:9][C:8]=1[CH3:13])C.[OH-].[Li+]. Given the product [F:35][C:30]1[CH:31]=[CH:32][CH:33]=[CH:34][C:29]=1[N:19]1[C:20]([O:22][CH2:23][C:24]2([CH3:28])[CH2:27][O:26][CH2:25]2)=[CH:21][C:17]([C:15]([NH:14][C@H:6]([C:7]2[CH:12]=[CH:11][CH:10]=[CH:9][C:8]=2[CH3:13])[CH2:5][C:4]([OH:36])=[O:3])=[O:16])=[N:18]1, predict the reactants needed to synthesize it. (6) Given the product [F:20][C:19]1[CH:18]=[CH:17][C:4]([CH2:5][C:6]2[C:15]3[C:10](=[CH:11][CH:12]=[CH:13][CH:14]=3)[C:9](=[O:16])[NH:8][N:7]=2)=[CH:3][C:2]=1[C:27]1[CH:28]=[CH:29][C:24]([C:21]([OH:23])=[O:22])=[CH:25][CH:26]=1, predict the reactants needed to synthesize it. The reactants are: Br[C:2]1[CH:3]=[C:4]([CH:17]=[CH:18][C:19]=1[F:20])[CH2:5][C:6]1[C:15]2[C:10](=[CH:11][CH:12]=[CH:13][CH:14]=2)[C:9](=[O:16])[NH:8][N:7]=1.[C:21]([C:24]1[CH:29]=[CH:28][C:27](B(O)O)=[CH:26][CH:25]=1)([OH:23])=[O:22].C(=O)([O-])[O-].[K+].[K+].